This data is from Forward reaction prediction with 1.9M reactions from USPTO patents (1976-2016). The task is: Predict the product of the given reaction. Given the reactants Br[C:2]1[CH:3]=[C:4]2[C:9](=[CH:10][CH:11]=1)[C:8](=[O:12])[NH:7][N:6]=[C:5]2[Cl:13].[CH3:14][C:15]1[C:22]([CH3:23])=[CH:21][CH:20]=[CH:19][C:16]=1[CH2:17][NH2:18].C1C=CC(P(C2C(C3C(P(C4C=CC=CC=4)C4C=CC=CC=4)=CC=C4C=3C=CC=C4)=C3C(C=CC=C3)=CC=2)C2C=CC=CC=2)=CC=1.CC([O-])(C)C.[Na+], predict the reaction product. The product is: [Cl:13][C:5]1[C:4]2[C:9](=[CH:10][CH:11]=[C:2]([NH:18][CH2:17][C:16]3[CH:19]=[CH:20][CH:21]=[C:22]([CH3:23])[C:15]=3[CH3:14])[CH:3]=2)[C:8](=[O:12])[NH:7][N:6]=1.